Dataset: Peptide-MHC class I binding affinity with 185,985 pairs from IEDB/IMGT. Task: Regression. Given a peptide amino acid sequence and an MHC pseudo amino acid sequence, predict their binding affinity value. This is MHC class I binding data. (1) The peptide sequence is FTGEYLLRL. The MHC is HLA-A69:01 with pseudo-sequence HLA-A69:01. The binding affinity (normalized) is 0.0847. (2) The peptide sequence is ASPVAQSYL. The MHC is HLA-A02:02 with pseudo-sequence HLA-A02:02. The binding affinity (normalized) is 0. (3) The peptide sequence is HHANEYRQY. The MHC is HLA-A01:01 with pseudo-sequence HLA-A01:01. The binding affinity (normalized) is 0. (4) The peptide sequence is RKMPHLFSK. The MHC is HLA-B15:17 with pseudo-sequence HLA-B15:17. The binding affinity (normalized) is 0.0847. (5) The peptide sequence is DVCKKNLDL. The MHC is HLA-A02:01 with pseudo-sequence HLA-A02:01. The binding affinity (normalized) is 0.0871. (6) The peptide sequence is TLVPVLEKK. The MHC is HLA-A03:01 with pseudo-sequence HLA-A03:01. The binding affinity (normalized) is 0.495. (7) The peptide sequence is QIYAGIKVR. The MHC is HLA-A32:01 with pseudo-sequence HLA-A32:01. The binding affinity (normalized) is 0.116. (8) The peptide sequence is WRQEIGHPK. The MHC is HLA-B35:01 with pseudo-sequence HLA-B35:01. The binding affinity (normalized) is 0.0847. (9) The MHC is HLA-A24:02 with pseudo-sequence HLA-A24:02. The binding affinity (normalized) is 0.167. The peptide sequence is YVDRFYKTL. (10) The peptide sequence is FPASFFIKL. The MHC is HLA-B53:01 with pseudo-sequence HLA-B53:01. The binding affinity (normalized) is 0.824.